This data is from Reaction yield outcomes from USPTO patents with 853,638 reactions. The task is: Predict the reaction yield, written as a fraction of the theoretical maximum amount of product (1.0 means a 100% yield; for example, 0.34 means a 34% yield). (1) The reactants are F[C:2]1[CH:7]=[C:6]([C:8]2[CH:9]=[C:10]([CH:12]=[CH:13][C:14]=2[CH3:15])[NH2:11])[CH:5]=[C:4]([N:16]2[CH2:21][CH2:20][O:19][CH2:18][CH2:17]2)[N:3]=1.[O:22]1[CH2:27][CH2:26][CH2:25][CH2:24][CH:23]1[O:28][CH2:29][CH2:30][OH:31].[H-].[Na+]. The catalyst is O1CCOCC1. The product is [CH3:15][C:14]1[CH:13]=[CH:12][C:10]([NH2:11])=[CH:9][C:8]=1[C:6]1[CH:7]=[C:2]([O:31][CH2:30][CH2:29][O:28][CH:23]2[CH2:24][CH2:25][CH2:26][CH2:27][O:22]2)[N:3]=[C:4]([N:16]2[CH2:21][CH2:20][O:19][CH2:18][CH2:17]2)[CH:5]=1. The yield is 0.720. (2) The reactants are [F:1][C:2]1([F:16])[CH2:5][CH:4]([C:6]([O:8]CC2C=CC=CC=2)=[O:7])[CH2:3]1. The catalyst is C(O)C.[Pd]. The product is [F:1][C:2]1([F:16])[CH2:5][CH:4]([C:6]([OH:8])=[O:7])[CH2:3]1. The yield is 0.650. (3) The reactants are [C:1]([O:5][C:6](=[O:27])[NH:7][CH2:8][CH2:9][CH2:10][N:11]1[C:20]2[CH:19]=[CH:18][C:17]([Br:21])=[CH:16][C:15]=2[C:14]2[NH:22][N:23]=[C:24]([CH3:25])[C:13]=2[C:12]1=[O:26])([CH3:4])([CH3:3])[CH3:2].[O:28]1[CH:33]=[CH:32][CH2:31][CH2:30][CH2:29]1.C1(C)C=CC(S(O)(=O)=O)=CC=1. The catalyst is CN(C=O)C. The product is [C:1]([O:5][C:6](=[O:27])[NH:7][CH2:8][CH2:9][CH2:10][N:11]1[C:20]2[CH:19]=[CH:18][C:17]([Br:21])=[CH:16][C:15]=2[C:14]2=[N:22][N:23]([CH:29]3[CH2:30][CH2:31][CH2:32][CH2:33][O:28]3)[C:24]([CH3:25])=[C:13]2[C:12]1=[O:26])([CH3:3])([CH3:2])[CH3:4]. The yield is 0.840. (4) The reactants are [NH:1]1[CH2:5][CH2:4][CH2:3][CH2:2]1.N1CCC[C@H]1C(O)=O.I[C:15]1[CH:20]=[CH:19][CH:18]=[CH:17][CH:16]=1. The catalyst is [Cu]I.CS(C)=O. The product is [C:15]1([N:1]2[CH2:5][CH2:4][CH2:3][CH2:2]2)[CH:20]=[CH:19][CH:18]=[CH:17][CH:16]=1. The yield is 0.570. (5) The reactants are [Br:1][C:2]1[CH:3]=[C:4]2[C:9](=[CH:10][CH:11]=1)[N:8](C(=O)C(F)(F)F)[C@@H:7]([CH3:18])[CH2:6][NH:5]2.Cl[C:20]1[O:21][C:22]2[CH:28]=[CH:27][CH:26]=[CH:25][C:23]=2[N:24]=1.C1(P(C2C=CC=CC=2)C2C3OC4C(=CC=CC=4P(C4C=CC=CC=4)C4C=CC=CC=4)C(C)(C)C=3C=CC=2)C=CC=CC=1.C(=O)([O-])[O-].[Cs+].[Cs+]. The catalyst is C(O)(C)(C)C.C1C=CC(/C=C/C(/C=C/C2C=CC=CC=2)=O)=CC=1.C1C=CC(/C=C/C(/C=C/C2C=CC=CC=2)=O)=CC=1.C1C=CC(/C=C/C(/C=C/C2C=CC=CC=2)=O)=CC=1.[Pd].[Pd]. The product is [Br:1][C:2]1[CH:3]=[C:4]2[C:9]([NH:8][C@@H:7]([CH3:18])[CH2:6][N:5]2[C:20]2[O:21][C:22]3[CH:28]=[CH:27][CH:26]=[CH:25][C:23]=3[N:24]=2)=[CH:10][CH:11]=1. The yield is 0.300. (6) The reactants are [Cl:1][C:2]1[CH:16]=[CH:15][C:5]([C:6]([C:8]2[CH:13]=[CH:12][C:11]([OH:14])=[CH:10][CH:9]=2)=[O:7])=[CH:4][CH:3]=1.[OH-:17].[Na+].C(Cl)(Cl)Cl.Cl. The catalyst is CC(C)=O.O. The product is [CH3:4][C:5]([O:14][C:11]1[CH:10]=[CH:9][C:8]([C:6]([C:5]2[CH:4]=[CH:3][C:2]([Cl:1])=[CH:16][CH:15]=2)=[O:7])=[CH:13][CH:12]=1)([C:6]([OH:7])=[O:17])[CH3:15]. The yield is 0.730. (7) The product is [O:18]=[C:14]1[CH2:15][CH2:16][CH2:17][CH:13]1[CH:4]([C:3]([O:10][CH3:11])=[O:9])[C:5]([O:7][CH3:8])=[O:6]. The yield is 0.840. The catalyst is C1COCC1.CN(C=O)C. The reactants are [H-].[Na+].[C:3]([O:10][CH3:11])(=[O:9])[CH2:4][C:5]([O:7][CH3:8])=[O:6].Cl[CH:13]1[CH2:17][CH2:16][CH2:15][C:14]1=[O:18]. (8) The reactants are Cl[C:2]1[CH:3]=[C:4]([C:14]([NH:16][CH2:17][C:18]2[C:19](=[O:26])[NH:20][C:21]([CH3:25])=[CH:22][C:23]=2[CH3:24])=[O:15])[C:5]2[CH:10]=[N:9][N:8]([CH:11]([CH3:13])[CH3:12])[C:6]=2[N:7]=1.[CH3:27][NH:28][S:29]([C:32]1[CH:37]=[CH:36][C:35](B(O)O)=[CH:34][CH:33]=1)(=[O:31])=[O:30].C(=O)(O)[O-].[Na+].O. The catalyst is COCCOC.O.C1C=CC(P(C2C=CC=CC=2)[C-]2C=CC=C2)=CC=1.C1C=CC(P(C2C=CC=CC=2)[C-]2C=CC=C2)=CC=1.Cl[Pd]Cl.[Fe+2].C(Cl)Cl. The product is [CH3:24][C:23]1[CH:22]=[C:21]([CH3:25])[NH:20][C:19](=[O:26])[C:18]=1[CH2:17][NH:16][C:14]([C:4]1[C:5]2[CH:10]=[N:9][N:8]([CH:11]([CH3:13])[CH3:12])[C:6]=2[N:7]=[C:2]([C:35]2[CH:34]=[CH:33][C:32]([S:29]([NH:28][CH3:27])(=[O:30])=[O:31])=[CH:37][CH:36]=2)[CH:3]=1)=[O:15]. The yield is 0.280. (9) The reactants are Cl[C:2]1[CH:9]=[CH:8][C:5]([C:6]#[N:7])=[CH:4][N:3]=1.[C:10]([NH:13][CH:14]1[CH2:19][CH2:18][NH:17][CH2:16][CH2:15]1)(=[O:12])[CH3:11]. The catalyst is C(O)CC(C)C. The product is [C:6]([C:5]1[CH:8]=[CH:9][C:2]([N:17]2[CH2:18][CH2:19][CH:14]([NH:13][C:10](=[O:12])[CH3:11])[CH2:15][CH2:16]2)=[N:3][CH:4]=1)#[N:7]. The yield is 0.570.